This data is from Reaction yield outcomes from USPTO patents with 853,638 reactions. The task is: Predict the reaction yield, written as a fraction of the theoretical maximum amount of product (1.0 means a 100% yield; for example, 0.34 means a 34% yield). (1) The reactants are [CH3:1][O:2][C:3]1[CH:32]=[CH:31][C:6]([O:7][C:8]2[S:9][C:10]([C:13]3[CH:17]=[C:16]([CH:18]([N:20]4C(=O)C5C(=CC=CC=5)C4=O)[CH3:19])[O:15][N:14]=3)=[CH:11][N:12]=2)=[CH:5][CH:4]=1.O.NN. The catalyst is C(O)C. The product is [CH3:1][O:2][C:3]1[CH:32]=[CH:31][C:6]([O:7][C:8]2[S:9][C:10]([C:13]3[CH:17]=[C:16]([CH:18]([NH2:20])[CH3:19])[O:15][N:14]=3)=[CH:11][N:12]=2)=[CH:5][CH:4]=1. The yield is 0.980. (2) The reactants are Cl[C:2]1[C:7]([C:8]2[CH:9]=[C:10]([CH:14]([OH:20])[C:15]([N:17]([CH3:19])[CH3:18])=[O:16])[CH:11]=[N:12][CH:13]=2)=[CH:6][N:5]=[C:4]2[N:21](COCC[Si](C)(C)C)[CH:22]=[C:23]([C:24]3[CH:29]=[CH:28][CH:27]=[CH:26][C:25]=3[O:30][CH3:31])[C:3]=12.[CH3:40][NH:41][CH3:42].F[P-](F)(F)(F)(F)F.N1(OC(N(C)C)=[N+](C)C)C2N=CC=CC=2N=N1.Cl.CNC.C(N(CC)C(C)C)(C)C. The catalyst is O1CCOCC1.CN(C=O)C. The product is [CH3:40][N:41]([CH3:42])[C:2]1[C:7]([C:8]2[CH:9]=[C:10]([CH:14]([OH:20])[C:15]([N:17]([CH3:18])[CH3:19])=[O:16])[CH:11]=[N:12][CH:13]=2)=[CH:6][N:5]=[C:4]2[NH:21][CH:22]=[C:23]([C:24]3[CH:29]=[CH:28][CH:27]=[CH:26][C:25]=3[O:30][CH3:31])[C:3]=12. The yield is 0.0110.